From a dataset of NCI-60 drug combinations with 297,098 pairs across 59 cell lines. Regression. Given two drug SMILES strings and cell line genomic features, predict the synergy score measuring deviation from expected non-interaction effect. Drug 1: C1=CC(=CC=C1CCCC(=O)O)N(CCCl)CCCl. Drug 2: CS(=O)(=O)CCNCC1=CC=C(O1)C2=CC3=C(C=C2)N=CN=C3NC4=CC(=C(C=C4)OCC5=CC(=CC=C5)F)Cl. Cell line: OVCAR-8. Synergy scores: CSS=20.1, Synergy_ZIP=-4.34, Synergy_Bliss=4.47, Synergy_Loewe=2.24, Synergy_HSA=5.41.